This data is from Reaction yield outcomes from USPTO patents with 853,638 reactions. The task is: Predict the reaction yield, written as a fraction of the theoretical maximum amount of product (1.0 means a 100% yield; for example, 0.34 means a 34% yield). (1) The reactants are [Br:1][C:2]1[CH:7]=[CH:6][CH:5]=[CH:4][C:3]=1O.[OH-].[Na+].CS([O:15][CH2:16][C:17]([F:20])([F:19])[F:18])(=O)=O. The catalyst is CN(C)P(N(C)C)(N(C)C)=O.C(OCC)C. The product is [Br:1][C:2]1[CH:7]=[CH:6][C:5]([O:15][CH2:16][C:17]([F:20])([F:19])[F:18])=[CH:4][CH:3]=1. The yield is 0.300. (2) The reactants are [CH3:1][N:2]([CH2:10][C:11]1[S:12][C:13]([S:22]([C:25]2[CH:30]=[CH:29][CH:28]=[CH:27][CH:26]=2)(=[O:24])=[O:23])=[C:14]([C:16]2[N:17]([CH3:21])[CH:18]=[CH:19][N:20]=2)[CH:15]=1)C(=O)OC(C)(C)C.C(OCC)(=O)C.[ClH:37]. The catalyst is C(OCC)(=O)C.C(O)C. The product is [ClH:37].[ClH:37].[CH3:1][NH:2][CH2:10][C:11]1[S:12][C:13]([S:22]([C:25]2[CH:30]=[CH:29][CH:28]=[CH:27][CH:26]=2)(=[O:23])=[O:24])=[C:14]([C:16]2[N:17]([CH3:21])[CH:18]=[CH:19][N:20]=2)[CH:15]=1. The yield is 0.570. (3) The reactants are [Br:1][C:2]1[CH:3]=[CH:4][C:5]([OH:18])=[C:6]([C:8](=[O:17])[CH2:9][C:10]2[CH:15]=[CH:14][C:13]([F:16])=[CH:12][CH:11]=2)[CH:7]=1.[C:19]([O-])(=O)[CH3:20].[Na+]. The catalyst is C(OC(=O)C)(=O)C. The product is [Br:1][C:2]1[CH:7]=[C:6]2[C:5](=[CH:4][CH:3]=1)[O:18][C:19]([CH3:20])=[C:9]([C:10]1[CH:15]=[CH:14][C:13]([F:16])=[CH:12][CH:11]=1)[C:8]2=[O:17]. The yield is 0.630. (4) The reactants are [H-].[Na+].[CH3:3][O:4][C:5]1[N:10]=[C:9]([NH2:11])[CH:8]=[CH:7][N:6]=1.[CH3:12][C:13]1[C:31]([C:32](OC2C=CC([N+]([O-])=O)=CC=2)=[O:33])=[C:16]2[N:17]=[C:18]([C:21]3[CH:26]=[CH:25][CH:24]=[CH:23][C:22]=3[C:27]([F:30])([F:29])[F:28])[CH:19]=[CH:20][N:15]2[N:14]=1. The catalyst is C1COCC1. The product is [CH3:3][O:4][C:5]1[N:10]=[C:9]([NH:11][C:32]([C:31]2[C:13]([CH3:12])=[N:14][N:15]3[CH:20]=[CH:19][C:18]([C:21]4[CH:26]=[CH:25][CH:24]=[CH:23][C:22]=4[C:27]([F:30])([F:28])[F:29])=[N:17][C:16]=23)=[O:33])[CH:8]=[CH:7][N:6]=1. The yield is 0.360. (5) The yield is 0.900. The reactants are [CH2:1]([O:3][C:4]([C:6]1[CH:7]=[N:8][N:9]([C:11]2[N:15]([CH2:16][O:17][CH2:18][CH2:19][O:20][CH3:21])[C:14]3[CH:22]=[C:23]([Cl:27])[C:24]([SH:26])=[CH:25][C:13]=3[N:12]=2)[CH:10]=1)=[O:5])[CH3:2].[CH2:28](Br)[C:29]1[CH:34]=[CH:33][CH:32]=[CH:31][CH:30]=1.C(=O)([O-])[O-].[K+].[K+]. The product is [CH2:1]([O:3][C:4]([C:6]1[CH:7]=[N:8][N:9]([C:11]2[N:15]([CH2:16][O:17][CH2:18][CH2:19][O:20][CH3:21])[C:14]3[CH:22]=[C:23]([Cl:27])[C:24]([S:26][CH2:28][C:29]4[CH:34]=[CH:33][CH:32]=[CH:31][CH:30]=4)=[CH:25][C:13]=3[N:12]=2)[CH:10]=1)=[O:5])[CH3:2]. The catalyst is CN(C=O)C. (6) The reactants are [Cl:1][C:2]1[CH:7]=[CH:6][C:5]([C:8]2([CH2:23][OH:24])[C:16]3[C:11](=[CH:12][CH:13]=[CH:14][CH:15]=3)[N:10]([CH2:17][C:18]([O:20][CH3:21])=[O:19])[C:9]2=[O:22])=[C:4](O)[CH:3]=1.ClC1C=CC(Cl)=C2C=1C(C1C(O)=CC3OCOC=3C=1)(CO)C(=O)N2CCCCC. No catalyst specified. The product is [Cl:1][C:2]1[CH:7]=[CH:6][C:5]2[C:8]3([CH2:23][O:24][C:4]=2[CH:3]=1)[C:16]1[C:11](=[CH:12][CH:13]=[CH:14][CH:15]=1)[N:10]([CH2:17][C:18]([O:20][CH3:21])=[O:19])[C:9]3=[O:22]. The yield is 0.740. (7) The reactants are C([O:8][C:9]1[C:14](=[O:15])[N:13]=[C:12]([CH2:16][C:17]2[C:22]([C:23]3[CH:28]=[CH:27][CH:26]=[CH:25][CH:24]=3)=[CH:21][CH:20]=[CH:19][N:18]=2)[N:11]2[CH2:29][CH2:30][N:31]([CH:34]([CH3:36])[CH3:35])[C:32](=[O:33])[C:10]=12)C1C=CC=CC=1.OC1C(=O)N=C(CC2(C3C=CC(C(F)(F)F)=CC=3)CCCC2)N2CCN(C(C)C)C(=O)C=12. No catalyst specified. The product is [OH:8][C:9]1[C:14](=[O:15])[N:13]=[C:12]([CH2:16][C:17]2[C:22]([C:23]3[CH:28]=[CH:27][CH:26]=[CH:25][CH:24]=3)=[CH:21][CH:20]=[CH:19][N:18]=2)[N:11]2[CH2:29][CH2:30][N:31]([CH:34]([CH3:36])[CH3:35])[C:32](=[O:33])[C:10]=12. The yield is 0.410. (8) The reactants are [CH2:1]([N:3]1[CH2:8][CH2:7][N:6]([CH2:9][C:10]2[CH:16]=[CH:15][C:13]([NH2:14])=[CH:12][C:11]=2[C:17]([F:20])([F:19])[F:18])[CH2:5][CH2:4]1)[CH3:2].[Br:21][C:22]1[CH:27]=[CH:26][C:25]([CH2:28][C:29](O)=[O:30])=[C:24]([F:32])[CH:23]=1.C1C=CC2N(O)N=NC=2C=1.C(Cl)CCl.CCN(CC)CC. The catalyst is C(Cl)Cl. The product is [Br:21][C:22]1[CH:27]=[CH:26][C:25]([CH2:28][C:29]([NH:14][C:13]2[CH:15]=[CH:16][C:10]([CH2:9][N:6]3[CH2:7][CH2:8][N:3]([CH2:1][CH3:2])[CH2:4][CH2:5]3)=[C:11]([C:17]([F:20])([F:18])[F:19])[CH:12]=2)=[O:30])=[C:24]([F:32])[CH:23]=1. The yield is 0.960. (9) The reactants are [CH3:1][CH:2]([NH:5][S:6]([C:9]1[CH:14]=[CH:13][C:12]([C:15]2[CH:20]=[CH:19][C:18]([O:21][CH3:22])=[CH:17][CH:16]=2)=[CH:11][CH:10]=1)(=[O:8])=[O:7])[C:3]#[CH:4].[N:23]([Si](C)(C)C)=[N+:24]=[N-:25]. The catalyst is CN(C=O)C.CO.[Cu]I. The product is [NH:23]1[C:3]([CH:2]([NH:5][S:6]([C:9]2[CH:14]=[CH:13][C:12]([C:15]3[CH:16]=[CH:17][C:18]([O:21][CH3:22])=[CH:19][CH:20]=3)=[CH:11][CH:10]=2)(=[O:8])=[O:7])[CH3:1])=[CH:4][N:25]=[N:24]1. The yield is 0.390. (10) The catalyst is O1CCOCC1.C1C=CC([P]([Pd]([P](C2C=CC=CC=2)(C2C=CC=CC=2)C2C=CC=CC=2)([P](C2C=CC=CC=2)(C2C=CC=CC=2)C2C=CC=CC=2)[P](C2C=CC=CC=2)(C2C=CC=CC=2)C2C=CC=CC=2)(C2C=CC=CC=2)C2C=CC=CC=2)=CC=1. The product is [OH:21][C:3]1[C:4]([C:12]([NH:14][CH2:15][C:16]([O:18][CH2:19][CH3:20])=[O:17])=[O:13])=[C:5]2[C:10](=[CH:11][C:2]=1[C:27]1[S:31][CH:30]=[N:29][CH:28]=1)[N:9]=[CH:8][CH:7]=[N:6]2. The reactants are Br[C:2]1[CH:11]=[C:10]2[C:5]([N:6]=[CH:7][CH:8]=[N:9]2)=[C:4]([C:12]([NH:14][CH2:15][C:16]([O:18][CH2:19][CH3:20])=[O:17])=[O:13])[C:3]=1[OH:21].C([Sn](CCCC)(CCCC)[C:27]1[S:31][CH:30]=[N:29][CH:28]=1)CCC. The yield is 0.296.